From a dataset of Reaction yield outcomes from USPTO patents with 853,638 reactions. Predict the reaction yield, written as a fraction of the theoretical maximum amount of product (1.0 means a 100% yield; for example, 0.34 means a 34% yield). (1) The reactants are [C:1](#[N:8])[C:2]1[CH:7]=[CH:6][CH:5]=[CH:4][CH:3]=1.[Br:9][C:10]1[CH:11]=[C:12]([CH:16]=[CH:17][CH:18]=1)[CH2:13][Mg]Br.[H-].[Al+3].[Li+].[H-].[H-].[H-]. No catalyst specified. The product is [Br:9][C:10]1[CH:11]=[C:12]([CH2:13][CH:1]([NH2:8])[C:2]2[CH:7]=[CH:6][CH:5]=[CH:4][CH:3]=2)[CH:16]=[CH:17][CH:18]=1. The yield is 0.310. (2) The reactants are [OH:1][C:2]1[CH:7]=[CH:6][C:5]([CH:8]=[CH:9][CH:10]=O)=[CH:4][C:3]=1[O:12][CH3:13].[CH3:14][C:15]1[CH2:19][C:18](=[O:20])[N:17]([C:21]2[CH:26]=[CH:25][CH:24]=[CH:23][CH:22]=2)[N:16]=1.[C:27]([OH:35])(=O)C1C=CC=CC=1.N1CCCC[CH2:37]1. The catalyst is C1(C)C=CC=CC=1.CCOC(C)=O.O. The yield is 0.440. The product is [CH3:13][O:12][C:3]1[CH:4]=[C:5]([CH:8]=[CH:9][CH:10]=[C:19]2[C:15]([CH3:14])=[N:16][N:17]([C:21]3[CH:26]=[CH:25][CH:24]=[CH:23][CH:22]=3)[C:18]2=[O:20])[CH:6]=[CH:7][C:2]=1[O:1][CH2:37][O:35][CH3:27]. (3) The catalyst is [Cu].[Cu]Br.CN(C=O)C. The reactants are Cl[C:2]1[N:10]=[CH:9][C:8]([F:11])=[CH:7][C:3]=1[C:4]([OH:6])=[O:5].C(=O)([O-])[O-].[K+].[K+].[NH2:18][C:19]1[CH:20]=[C:21]([C:25]2[CH:30]=[CH:29][CH:28]=[CH:27][CH:26]=2)[CH:22]=[CH:23][CH:24]=1.Cl. The yield is 0.620. The product is [C:21]1([C:25]2[CH:26]=[CH:27][CH:28]=[CH:29][CH:30]=2)[CH:22]=[CH:23][CH:24]=[C:19]([NH:18][C:2]2[N:10]=[CH:9][C:8]([F:11])=[CH:7][C:3]=2[C:4]([OH:6])=[O:5])[CH:20]=1.